Dataset: Reaction yield outcomes from USPTO patents with 853,638 reactions. Task: Predict the reaction yield, written as a fraction of the theoretical maximum amount of product (1.0 means a 100% yield; for example, 0.34 means a 34% yield). (1) The reactants are [C:1]1(=[O:7])[O:6][C:4](=[O:5])[CH2:3][CH2:2]1.[CH2:8]([NH:22][CH2:23][CH2:24][CH2:25][CH2:26][CH2:27][CH2:28][CH2:29][CH2:30][CH2:31][CH2:32][CH2:33][CH2:34][CH2:35][CH3:36])[CH2:9][CH2:10][CH2:11][CH2:12][CH2:13][CH2:14][CH2:15][CH2:16][CH2:17][CH2:18][CH2:19][CH2:20][CH3:21]. The catalyst is CN(C)C1C=CN=CC=1.ClCCl. The product is [CH2:23]([N:22]([CH2:8][CH2:9][CH2:10][CH2:11][CH2:12][CH2:13][CH2:14][CH2:15][CH2:16][CH2:17][CH2:18][CH2:19][CH2:20][CH3:21])[C:1](=[O:7])[CH2:2][CH2:3][C:4]([OH:6])=[O:5])[CH2:24][CH2:25][CH2:26][CH2:27][CH2:28][CH2:29][CH2:30][CH2:31][CH2:32][CH2:33][CH2:34][CH2:35][CH3:36]. The yield is 0.660. (2) The reactants are [CH2:1]([C:3]1[N:4]([C:28]2[CH:33]=[CH:32][C:31]([OH:34])=[CH:30][CH:29]=2)[C:5](=[O:27])[C:6]([CH2:12][C:13]2[CH:18]=[CH:17][C:16]([C:19]3[C:20]([C:25]#[N:26])=[CH:21][CH:22]=[CH:23][CH:24]=3)=[CH:15][CH:14]=2)=[C:7]([CH2:9][CH2:10][CH3:11])[N:8]=1)[CH3:2].[Si](O[CH:43]1[CH2:48][CH2:47][CH:46]([OH:49])[CH2:45][CH2:44]1)(C(C)(C)C)(C)C.C1(P(C2C=CC=CC=2)C2C=CC=CC=2)C=CC=CC=1.[N:70]([C:71]([O:73]C(C)C)=[O:72])=[N:70][C:71]([O:73]C(C)C)=[O:72]. The catalyst is O1CCCC1.O. The product is [CH2:1]([C:3]1[N:4]([C:28]2[CH:33]=[CH:32][C:31]([O:34][C@H:43]3[CH2:44][CH2:45][C@@H:46]([OH:49])[CH2:47][CH2:48]3)=[CH:30][CH:29]=2)[C:5](=[O:27])[C:6]([CH2:12][C:13]2[CH:18]=[CH:17][C:16]([C:19]3[CH:24]=[CH:23][CH:22]=[CH:21][C:20]=3[C:25]3[NH:70][C:71](=[O:72])[O:73][N:26]=3)=[CH:15][CH:14]=2)=[C:7]([CH2:9][CH2:10][CH3:11])[N:8]=1)[CH3:2]. The yield is 0.290. (3) The reactants are Cl[C:2]1[N:7]=[C:6]([NH:8][C:9]2[CH:10]=[C:11]([CH:17]=[CH:18][C:19]=2[CH3:20])[C:12]([NH:14][O:15][CH3:16])=[O:13])[C:5]([F:21])=[CH:4][C:3]=1[C:22]#[N:23].[CH2:24]([NH2:29])[C:25]([CH3:28])([CH3:27])[CH3:26].[F-].[K+]. The catalyst is CS(C)=O. The product is [C:22]([C:3]1[CH:4]=[C:5]([F:21])[C:6]([NH:8][C:9]2[CH:10]=[C:11]([CH:17]=[CH:18][C:19]=2[CH3:20])[C:12]([NH:14][O:15][CH3:16])=[O:13])=[N:7][C:2]=1[NH:29][CH2:24][C:25]([CH3:28])([CH3:27])[CH3:26])#[N:23]. The yield is 0.0180. (4) The reactants are [Cl:1][C:2]1[C:7]([O:8][C:9]2[N:10]=[CH:11][C:12]([C:15]([NH2:17])=[O:16])=[N:13][CH:14]=2)=[C:6]([F:18])[C:5]([C@H:19]([NH:22][S@@](C(C)(C)C)=O)[CH2:20][CH3:21])=[CH:4][CH:3]=1.Cl. The catalyst is CCOC(C)=O. The yield is 0.540. The product is [ClH:1].[NH2:22][C@@H:19]([C:5]1[C:6]([F:18])=[C:7]([C:2]([Cl:1])=[CH:3][CH:4]=1)[O:8][C:9]1[N:10]=[CH:11][C:12]([C:15]([NH2:17])=[O:16])=[N:13][CH:14]=1)[CH2:20][CH3:21]. (5) The reactants are O[CH2:2][C:3]1[CH:4]=[CH:5][C:6]([C:9]#[N:10])=[N:7][CH:8]=1.S(Cl)(C)(=O)=O.C(N(CC)CC)C.S([O-])(=O)(=O)C.[N-:28]=[N+:29]=[N-:30].[Na+]. The catalyst is C(Cl)Cl.CN(C=O)C.O. The product is [N:28]([CH2:2][C:3]1[CH:4]=[CH:5][C:6]([C:9]#[N:10])=[N:7][CH:8]=1)=[N+:29]=[N-:30]. The yield is 0.830. (6) The reactants are [C:1]([O:5][C:6](=[O:34])[NH:7][C:8]1([C:12]2[CH:17]=[CH:16][C:15]([C:18]3[C:19]([C:28]4[CH:33]=[CH:32][CH:31]=[CH:30][CH:29]=4)=[CH:20][C:21]4[NH:26][CH2:25][CH2:24][O:23][C:22]=4[N:27]=3)=[CH:14][CH:13]=2)[CH2:11][CH2:10][CH2:9]1)([CH3:4])([CH3:3])[CH3:2].C(N(CC)CC)C.[C:42](Cl)(=[O:44])[CH3:43].C([O-])(O)=O.[Na+]. The catalyst is C(Cl)Cl. The product is [C:1]([O:5][C:6](=[O:34])[NH:7][C:8]1([C:12]2[CH:13]=[CH:14][C:15]([C:18]3[C:19]([C:28]4[CH:29]=[CH:30][CH:31]=[CH:32][CH:33]=4)=[CH:20][C:21]4[N:26]([C:42](=[O:44])[CH3:43])[CH2:25][CH2:24][O:23][C:22]=4[N:27]=3)=[CH:16][CH:17]=2)[CH2:11][CH2:10][CH2:9]1)([CH3:4])([CH3:2])[CH3:3]. The yield is 0.830. (7) The reactants are [CH2:1]([NH2:9])[CH2:2][C:3]1[CH:8]=[CH:7][CH:6]=[CH:5][CH:4]=1.[Cl:10][C:11]1[CH:19]=[C:18]([O:20][C:21]2[CH:26]=[CH:25][C:24]([CH:27]=O)=[CH:23][CH:22]=2)[CH:17]=[CH:16][C:12]=1[C:13]([NH2:15])=[O:14]. No catalyst specified. The product is [Cl:10][C:11]1[CH:19]=[C:18]([O:20][C:21]2[CH:26]=[CH:25][C:24]([CH2:27][NH:9][CH2:1][CH2:2][C:3]3[CH:8]=[CH:7][CH:6]=[CH:5][CH:4]=3)=[CH:23][CH:22]=2)[CH:17]=[CH:16][C:12]=1[C:13]([NH2:15])=[O:14]. The yield is 0.340. (8) The reactants are [CH2:1]([O:3][C:4](=[O:13])[CH2:5][CH2:6][CH2:7][CH2:8][CH2:9][N:10]=[C:11]=[O:12])[CH3:2].[Br:14][C:15]1[C:20]([N+:21]([O-:23])=[O:22])=[CH:19][C:18]([NH2:24])=[CH:17][C:16]=1[CH3:25]. The catalyst is C(Cl)Cl.CCOC(C)=O. The product is [CH2:1]([O:3][C:4](=[O:13])[CH2:5][CH2:6][CH2:7][CH2:8][CH2:9][NH:10][C:11]([NH:24][C:18]1[CH:19]=[C:20]([N+:21]([O-:23])=[O:22])[C:15]([Br:14])=[C:16]([CH3:25])[CH:17]=1)=[O:12])[CH3:2]. The yield is 0.360. (9) The yield is 0.710. The reactants are [Cl:1][C:2]1[CH:17]=[CH:16][C:5]([CH2:6][CH2:7][O:8][C:9]2[N:10]=[N:11][C:12](I)=[CH:13][CH:14]=2)=[CH:4][CH:3]=1.Cl.[NH2:19][C:20]1[CH:21]=[C:22](B(O)O)[CH:23]=[CH:24][CH:25]=1.C(=O)([O-])[O-].[Na+].[Na+]. The catalyst is C1(C)C=CC=CC=1.C(O)C.O.C1C=CC([P]([Pd]([P](C2C=CC=CC=2)(C2C=CC=CC=2)C2C=CC=CC=2)([P](C2C=CC=CC=2)(C2C=CC=CC=2)C2C=CC=CC=2)[P](C2C=CC=CC=2)(C2C=CC=CC=2)C2C=CC=CC=2)(C2C=CC=CC=2)C2C=CC=CC=2)=CC=1. The product is [Cl:1][C:2]1[CH:17]=[CH:16][C:5]([CH2:6][CH2:7][O:8][C:9]2[N:10]=[N:11][C:12]([C:23]3[CH:22]=[CH:21][C:20]([NH2:19])=[CH:25][CH:24]=3)=[CH:13][CH:14]=2)=[CH:4][CH:3]=1. (10) The reactants are Cl[C:2]1[N:11]=[C:10]([NH:12][CH2:13][CH:14]([C:21]2[CH:26]=[CH:25][CH:24]=[CH:23][CH:22]=2)[C:15]2[CH:16]=[N:17][CH:18]=[CH:19][CH:20]=2)[C:9]2[C:4](=[CH:5][CH:6]=[CH:7][CH:8]=2)[N:3]=1.[N:27]1[CH:28]=[N:29][N:30]2[CH:35]=[C:34](B(O)O)[CH:33]=[CH:32][C:31]=12.N1C=CN2C=C(C3N=C(NCC(C4C=CC=CC=4)C4NC=CC=4)C4C(=CC=CC=4)N=3)C=CC=12. The product is [N:27]1[CH:28]=[N:29][N:30]2[CH:35]=[C:34]([C:2]3[N:11]=[C:10]([NH:12][CH2:13][CH:14]([C:21]4[CH:26]=[CH:25][CH:24]=[CH:23][CH:22]=4)[C:15]4[CH:16]=[N:17][CH:18]=[CH:19][CH:20]=4)[C:9]4[C:4](=[CH:5][CH:6]=[CH:7][CH:8]=4)[N:3]=3)[CH:33]=[CH:32][C:31]=12. The yield is 0.650. The catalyst is C(Cl)Cl.CO.